From a dataset of Forward reaction prediction with 1.9M reactions from USPTO patents (1976-2016). Predict the product of the given reaction. (1) Given the reactants [Cl:1][C:2]1[CH:7]=[CH:6][C:5]([C@@H:8]2[O:14][CH2:13][CH2:12][N:11](C(OC(C)(C)C)=O)[CH2:10][C@H:9]2[CH2:22]OS(C)(=O)=O)=[CH:4][C:3]=1[F:28].[Cl:29][C:30]1[C:31](=[O:36])[NH:32][CH:33]=[CH:34][CH:35]=1, predict the reaction product. The product is: [ClH:1].[Cl:29][C:30]1[C:31](=[O:36])[N:32]([CH2:22][C@H:9]2[C@H:8]([C:5]3[CH:6]=[CH:7][C:2]([Cl:1])=[C:3]([F:28])[CH:4]=3)[O:14][CH2:13][CH2:12][NH:11][CH2:10]2)[CH:33]=[CH:34][CH:35]=1. (2) Given the reactants [CH:1]([C:4]1[CH:5]=[CH:6][C:7]2[C:12]([NH:13][C:14]3[CH:19]=[C:18]([C:20](=[O:47])[NH:21][C:22]4[CH:27]=[CH:26][C:25]([C:28]5[N:29]=[C:30]([C@@H:33]6[CH2:37][CH2:36][CH2:35][N:34]6[C:38](=[O:46])[CH2:39][C:40]6[CH:45]=[CH:44][CH:43]=[CH:42][CH:41]=6)[NH:31][CH:32]=5)=[CH:24][CH:23]=4)[CH:17]=[CH:16][C:15]=3[S:48][C:49]3[CH:54]=[CH:53][C:52]([NH:55]C(=O)OC(C)(C)C)=[CH:51][CH:50]=3)=[N:11][CH:10]=[N:9][C:8]=2[N:63]=1)([CH3:3])[CH3:2].Cl.O1CCOCC1, predict the reaction product. The product is: [NH2:55][C:52]1[CH:51]=[CH:50][C:49]([S:48][C:15]2[CH:16]=[CH:17][C:18]([C:20]([NH:21][C:22]3[CH:27]=[CH:26][C:25]([C:28]4[N:29]=[C:30]([C@@H:33]5[CH2:37][CH2:36][CH2:35][N:34]5[C:38](=[O:46])[CH2:39][C:40]5[CH:45]=[CH:44][CH:43]=[CH:42][CH:41]=5)[NH:31][CH:32]=4)=[CH:24][CH:23]=3)=[O:47])=[CH:19][C:14]=2[NH:13][C:12]2[C:7]3[CH:6]=[CH:5][C:4]([CH:1]([CH3:3])[CH3:2])=[N:63][C:8]=3[N:9]=[CH:10][N:11]=2)=[CH:54][CH:53]=1.